This data is from Forward reaction prediction with 1.9M reactions from USPTO patents (1976-2016). The task is: Predict the product of the given reaction. (1) Given the reactants [CH3:1][C@H:2]1[C@@:6]([CH3:8])([OH:7])[CH2:5][CH2:4][NH:3]1.[F:9][C:10]1[C:17]([CH3:18])=[C:16](F)[CH:15]=[CH:14][C:11]=1[C:12]#[N:13].C(=O)([O-])[O-].[Li+].[Li+], predict the reaction product. The product is: [F:9][C:10]1[C:17]([CH3:18])=[C:16]([N:3]2[CH2:4][CH2:5][C@@:6]([OH:7])([CH3:8])[C@@H:2]2[CH3:1])[CH:15]=[CH:14][C:11]=1[C:12]#[N:13]. (2) Given the reactants O[CH2:2][C:3]1[N:7]([CH2:8][C:9]([O:11][CH2:12][CH3:13])=[O:10])[N:6]=[C:5]([N+:14]([O-:16])=[O:15])[CH:4]=1.O=S(Cl)[Cl:19], predict the reaction product. The product is: [Cl:19][CH2:2][C:3]1[N:7]([CH2:8][C:9]([O:11][CH2:12][CH3:13])=[O:10])[N:6]=[C:5]([N+:14]([O-:16])=[O:15])[CH:4]=1. (3) The product is: [F:12][C:13]1[CH:19]=[C:18]([I:20])[CH:17]=[CH:16][C:14]=1[NH:15][C:2]1[CH:7]=[CH:6][CH:5]=[CH:4][C:3]=1[CH2:8][C:9]([OH:11])=[O:10]. Given the reactants Br[C:2]1[CH:7]=[CH:6][CH:5]=[CH:4][C:3]=1[CH2:8][C:9]([OH:11])=[O:10].[F:12][C:13]1[CH:19]=[C:18]([I:20])[CH:17]=[CH:16][C:14]=1[NH2:15], predict the reaction product. (4) Given the reactants [F:1][C:2]1[CH:3]=[C:4]([N:8]2[C:12]3[N:13]([CH3:19])[C:14](=[O:18])[CH:15]=[C:16](O)[C:11]=3[CH:10]=[N:9]2)[CH:5]=[CH:6][CH:7]=1.P(Cl)(Cl)([Cl:22])=O, predict the reaction product. The product is: [Cl:22][C:16]1[C:11]2[CH:10]=[N:9][N:8]([C:4]3[CH:5]=[CH:6][CH:7]=[C:2]([F:1])[CH:3]=3)[C:12]=2[N:13]([CH3:19])[C:14](=[O:18])[CH:15]=1. (5) Given the reactants Br[C:2]1[CH:7]=[CH:6][C:5]([N:8]2[CH2:12][CH2:11][C:10]3([CH2:17][CH2:16][CH2:15][N:14]([C:18]4[CH:23]=[CH:22][C:21]([C:24]([F:27])([F:26])[F:25])=[CH:20][N:19]=4)[CH2:13]3)[C:9]2=[O:28])=[C:4]([CH3:29])[CH:3]=1.C(=O)([O-])[O-].[K+].[K+].[CH3:36][N:37](C)C=O, predict the reaction product. The product is: [CH3:29][C:4]1[CH:3]=[C:2]([CH:7]=[CH:6][C:5]=1[N:8]1[CH2:12][CH2:11][C:10]2([CH2:17][CH2:16][CH2:15][N:14]([C:18]3[CH:23]=[CH:22][C:21]([C:24]([F:27])([F:26])[F:25])=[CH:20][N:19]=3)[CH2:13]2)[C:9]1=[O:28])[C:36]#[N:37]. (6) Given the reactants [Br:1][C:2]1[C:3]([C:8]([NH:10][C:11]2[C:12]([OH:17])=[N:13][CH:14]=[CH:15][CH:16]=2)=O)=[N:4][O:5][C:6]=1[CH3:7].P(Cl)(Cl)(Cl)=O.[OH-].[Na+], predict the reaction product. The product is: [Br:1][C:2]1[C:3]([C:8]2[O:17][C:12]3[C:11]([N:10]=2)=[CH:16][CH:15]=[CH:14][N:13]=3)=[N:4][O:5][C:6]=1[CH3:7]. (7) Given the reactants [NH2:1][C:2]1[N:10]=[CH:9][CH:8]=[CH:7][C:3]=1[C:4]([OH:6])=O.ON1C2C=CC=CC=2N=N1.CCN=C=NCCCN(C)C.[C:32]1([S:38][C:39]2[CH:40]=[C:41]([CH:44]=[CH:45][CH:46]=2)[CH2:42][NH2:43])[CH:37]=[CH:36][CH:35]=[CH:34][CH:33]=1.C(=O)(O)[O-].[Na+], predict the reaction product. The product is: [C:32]1([S:38][C:39]2[CH:40]=[C:41]([CH2:42][NH:43][C:4](=[O:6])[C:3]3[CH:7]=[CH:8][CH:9]=[N:10][C:2]=3[NH2:1])[CH:44]=[CH:45][CH:46]=2)[CH:37]=[CH:36][CH:35]=[CH:34][CH:33]=1. (8) Given the reactants N[CH2:2][C:3]([C:6]1[CH:11]=[CH:10][N:9]2[C:12]([C:22]3[CH:27]=[CH:26][N:25]=[C:24]([NH2:28])[N:23]=3)=[C:13]([C:15]3[CH:20]=[CH:19][C:18]([F:21])=[CH:17][CH:16]=3)[N:14]=[C:8]2[CH:7]=1)([CH3:5])[CH3:4].[CH3:29]O.C=O.[BH3-][C:34]#[N:35].[Na+], predict the reaction product. The product is: [CH3:29][N:35]([CH3:34])[CH2:2][C:3]([C:6]1[CH:11]=[CH:10][N:9]2[C:12]([C:22]3[CH:27]=[CH:26][N:25]=[C:24]([NH2:28])[N:23]=3)=[C:13]([C:15]3[CH:20]=[CH:19][C:18]([F:21])=[CH:17][CH:16]=3)[N:14]=[C:8]2[CH:7]=1)([CH3:5])[CH3:4].